Dataset: Reaction yield outcomes from USPTO patents with 853,638 reactions. Task: Predict the reaction yield, written as a fraction of the theoretical maximum amount of product (1.0 means a 100% yield; for example, 0.34 means a 34% yield). The product is [Cl:28][C:4]1[CH:3]=[C:2]([NH:1][C:38]([NH:37][C:34]2[CH:33]=[N:32][C:31]([C:29]#[N:30])=[CH:36][N:35]=2)=[O:39])[CH:27]=[CH:26][C:5]=1[O:6][CH2:7][CH2:8][N:9]([CH2:17][C:18]1[CH:23]=[CH:22][C:21]([F:24])=[CH:20][C:19]=1[F:25])[C:10](=[O:16])[O:11][C:12]([CH3:15])([CH3:13])[CH3:14]. The reactants are [NH2:1][C:2]1[CH:27]=[CH:26][C:5]([O:6][CH2:7][CH2:8][N:9]([CH2:17][C:18]2[CH:23]=[CH:22][C:21]([F:24])=[CH:20][C:19]=2[F:25])[C:10](=[O:16])[O:11][C:12]([CH3:15])([CH3:14])[CH3:13])=[C:4]([Cl:28])[CH:3]=1.[C:29]([C:31]1[N:32]=[CH:33][C:34]([NH:37][C:38](=O)[O:39]C2C=CC=CC=2)=[N:35][CH:36]=1)#[N:30]. The catalyst is CN(C)C=O. The yield is 0.260.